The task is: Predict the reactants needed to synthesize the given product.. This data is from Full USPTO retrosynthesis dataset with 1.9M reactions from patents (1976-2016). (1) Given the product [OH:25][CH2:24][CH2:26][NH:27][C:19]([C:15]1[N:14]=[C:13]([C:10]2[CH:9]=[CH:8][C:7]([O:6][C:5]3[CH:4]=[CH:3][C:2]([F:1])=[CH:23][CH:22]=3)=[CH:12][CH:11]=2)[CH:18]=[CH:17][N:16]=1)=[O:21], predict the reactants needed to synthesize it. The reactants are: [F:1][C:2]1[CH:23]=[CH:22][C:5]([O:6][C:7]2[CH:12]=[CH:11][C:10]([C:13]3[CH:18]=[CH:17][N:16]=[C:15]([C:19]([OH:21])=O)[N:14]=3)=[CH:9][CH:8]=2)=[CH:4][CH:3]=1.[CH2:24]([CH2:26][NH2:27])[OH:25].O.ON1C2C=CC=CC=2N=N1.CN1CCOCC1.Cl.CN(C)CCCN=C=NCC. (2) Given the product [NH2:30][C:31]1[S:35][C:34]([C:36]2[CH:41]=[CH:40][CH:39]=[CH:38][C:37]=2[F:42])=[N:33][C:32]=1[C:43]([NH:1][C:2]1[CH:3]=[N:4][CH:5]=[CH:6][C:7]=1[N:8]1[CH2:13][C@H:12]([F:14])[CH2:11][C@H:10]([NH2:15])[CH2:9]1)=[O:44], predict the reactants needed to synthesize it. The reactants are: [NH2:1][C:2]1[CH:3]=[N:4][CH:5]=[CH:6][C:7]=1[N:8]1[CH2:13][C@H:12]([F:14])[CH2:11][C@H:10]([NH:15]C(=O)OC(C)(C)C)[CH2:9]1.C(OC([NH:30][C:31]1[S:35][C:34]([C:36]2[CH:41]=[CH:40][CH:39]=[CH:38][C:37]=2[F:42])=[N:33][C:32]=1[C:43](O)=[O:44])=O)(C)(C)C.